This data is from NCI-60 drug combinations with 297,098 pairs across 59 cell lines. The task is: Regression. Given two drug SMILES strings and cell line genomic features, predict the synergy score measuring deviation from expected non-interaction effect. (1) Drug 1: C1CC2CC3=C(CC1C24CN(S(=O)(=O)N4)CC(F)(F)F)C=CC(=C3)C=CCN5CCC(CC5)C(F)(F)F. Drug 2: C1CC(CNC1)C2=CC=C(C=C2)N3C=C4C=CC=C(C4=N3)C(=O)N. Cell line: HT29. Synergy scores: CSS=76.2, Synergy_ZIP=12.8, Synergy_Bliss=13.8, Synergy_Loewe=8.90, Synergy_HSA=16.6. (2) Drug 1: CC1=C(C=C(C=C1)NC(=O)C2=CC=C(C=C2)CN3CCN(CC3)C)NC4=NC=CC(=N4)C5=CN=CC=C5. Drug 2: C1CCC(C(C1)N)N.C(=O)(C(=O)[O-])[O-].[Pt+4]. Cell line: BT-549. Synergy scores: CSS=8.63, Synergy_ZIP=-1.85, Synergy_Bliss=-0.716, Synergy_Loewe=-12.6, Synergy_HSA=-6.24. (3) Drug 1: CCCS(=O)(=O)NC1=C(C(=C(C=C1)F)C(=O)C2=CNC3=C2C=C(C=N3)C4=CC=C(C=C4)Cl)F. Drug 2: C1C(C(OC1N2C=NC3=C2NC=NCC3O)CO)O. Cell line: CCRF-CEM. Synergy scores: CSS=-0.417, Synergy_ZIP=0.138, Synergy_Bliss=-1.38, Synergy_Loewe=-2.66, Synergy_HSA=-3.67. (4) Drug 1: CC1C(C(=O)NC(C(=O)N2CCCC2C(=O)N(CC(=O)N(C(C(=O)O1)C(C)C)C)C)C(C)C)NC(=O)C3=C4C(=C(C=C3)C)OC5=C(C(=O)C(=C(C5=N4)C(=O)NC6C(OC(=O)C(N(C(=O)CN(C(=O)C7CCCN7C(=O)C(NC6=O)C(C)C)C)C)C(C)C)C)N)C. Drug 2: C(CCl)NC(=O)N(CCCl)N=O. Cell line: SF-539. Synergy scores: CSS=54.5, Synergy_ZIP=0.778, Synergy_Bliss=-0.171, Synergy_Loewe=0.954, Synergy_HSA=3.50. (5) Drug 1: CC1=CC2C(CCC3(C2CCC3(C(=O)C)OC(=O)C)C)C4(C1=CC(=O)CC4)C. Drug 2: C1C(C(OC1N2C=NC(=NC2=O)N)CO)O. Cell line: SK-OV-3. Synergy scores: CSS=-0.763, Synergy_ZIP=0.893, Synergy_Bliss=-1.36, Synergy_Loewe=-2.33, Synergy_HSA=-2.55. (6) Drug 1: CC1C(C(CC(O1)OC2CC(CC3=C2C(=C4C(=C3O)C(=O)C5=C(C4=O)C(=CC=C5)OC)O)(C(=O)C)O)N)O.Cl. Drug 2: CN(CCCl)CCCl.Cl. Cell line: NCI-H322M. Synergy scores: CSS=8.41, Synergy_ZIP=2.71, Synergy_Bliss=7.59, Synergy_Loewe=0.196, Synergy_HSA=4.14. (7) Drug 1: C1=CC(=CC=C1CCCC(=O)O)N(CCCl)CCCl. Drug 2: CC1C(C(=O)NC(C(=O)N2CCCC2C(=O)N(CC(=O)N(C(C(=O)O1)C(C)C)C)C)C(C)C)NC(=O)C3=C4C(=C(C=C3)C)OC5=C(C(=O)C(=C(C5=N4)C(=O)NC6C(OC(=O)C(N(C(=O)CN(C(=O)C7CCCN7C(=O)C(NC6=O)C(C)C)C)C)C(C)C)C)N)C. Cell line: RXF 393. Synergy scores: CSS=12.0, Synergy_ZIP=0.171, Synergy_Bliss=6.05, Synergy_Loewe=6.23, Synergy_HSA=6.04.